This data is from Peptide-MHC class II binding affinity with 134,281 pairs from IEDB. The task is: Regression. Given a peptide amino acid sequence and an MHC pseudo amino acid sequence, predict their binding affinity value. This is MHC class II binding data. (1) The peptide sequence is CIIHRGKPFQLEAV. The MHC is HLA-DQA10301-DQB10302 with pseudo-sequence HLA-DQA10301-DQB10302. The binding affinity (normalized) is 0.176. (2) The binding affinity (normalized) is 0.640. The peptide sequence is LQEIPTMLKKGMTTV. The MHC is HLA-DQA10102-DQB10501 with pseudo-sequence HLA-DQA10102-DQB10501. (3) The peptide sequence is PPTVTIFKISKTVSE. The MHC is HLA-DPA10201-DPB10101 with pseudo-sequence HLA-DPA10201-DPB10101. The binding affinity (normalized) is 0.512. (4) The peptide sequence is YQPAAMRRLSLILLA. The MHC is DRB1_1302 with pseudo-sequence DRB1_1302. The binding affinity (normalized) is 0.839. (5) The peptide sequence is INLIIHYVDRPGALG. The MHC is HLA-DQA10501-DQB10201 with pseudo-sequence HLA-DQA10501-DQB10201. The binding affinity (normalized) is 0.598. (6) The peptide sequence is EWLAEVVKLPSRYCC. The MHC is DRB1_0101 with pseudo-sequence DRB1_0101. The binding affinity (normalized) is 0.619. (7) The binding affinity (normalized) is 0.369. The peptide sequence is KNKVVKVLRPAPGGK. The MHC is HLA-DQA10201-DQB10402 with pseudo-sequence HLA-DQA10201-DQB10402.